From a dataset of Forward reaction prediction with 1.9M reactions from USPTO patents (1976-2016). Predict the product of the given reaction. (1) Given the reactants [CH3:1][C:2]1[C:6]2[CH:7]=[C:8]([OH:11])[CH:9]=[CH:10][C:5]=2[N:4]([CH2:12][C:13]2[CH:18]=[CH:17][C:16]([O:19][CH2:20][CH2:21][N:22]3[CH2:28][CH2:27][CH2:26][CH2:25][CH2:24][CH2:23]3)=[CH:15][CH:14]=2)[C:3]=1[C:29]1[CH:34]=[CH:33][C:32]([OH:35])=[CH:31][CH:30]=1.Cl.CN(C)C=O.C(N(CC)CC)C.C1(C)C=CC=CC=1, predict the reaction product. The product is: [CH3:1][C:2]1[C:6]2[CH:7]=[C:8]([OH:11])[CH:9]=[CH:10][C:5]=2[N:4]([CH2:12][C:13]2[CH:14]=[CH:15][C:16]([O:19][CH2:20][CH2:21][N:22]3[CH2:23][CH2:24][CH2:25][CH2:26][CH2:27][CH2:28]3)=[CH:17][CH:18]=2)[C:3]=1[C:29]1[CH:34]=[CH:33][C:32]([OH:35])=[CH:31][CH:30]=1. (2) Given the reactants [CH3:1][O:2][C:3]1[CH:8]=[CH:7][C:6]([S:9]([N:12]([CH2:18][C:19]2[CH:28]=[CH:27][C:22]([C:23]([O:25]C)=[O:24])=[CH:21][CH:20]=2)[CH:13]([CH2:16][CH3:17])[CH2:14][CH3:15])(=[O:11])=[O:10])=[CH:5][CH:4]=1.[OH-].[K+], predict the reaction product. The product is: [CH3:1][O:2][C:3]1[CH:4]=[CH:5][C:6]([S:9]([N:12]([CH2:18][C:19]2[CH:20]=[CH:21][C:22]([C:23]([OH:25])=[O:24])=[CH:27][CH:28]=2)[CH:13]([CH2:14][CH3:15])[CH2:16][CH3:17])(=[O:10])=[O:11])=[CH:7][CH:8]=1.